Predict the product of the given reaction. From a dataset of Forward reaction prediction with 1.9M reactions from USPTO patents (1976-2016). (1) Given the reactants Cl[C:2]1[CH:11]=[CH:10][C:5]([C:6]([O:8][CH3:9])=[O:7])=[CH:4][C:3]=1[N+:12]([O-:14])=[O:13].[NH2:15][C:16]1[CH:21]=[CH:20][C:19]([SH:22])=[CH:18][CH:17]=1.C([O-])(=O)C.[Na+], predict the reaction product. The product is: [NH2:15][C:16]1[CH:21]=[CH:20][C:19]([S:22][C:2]2[CH:11]=[CH:10][C:5]([C:6]([O:8][CH3:9])=[O:7])=[CH:4][C:3]=2[N+:12]([O-:14])=[O:13])=[CH:18][CH:17]=1. (2) Given the reactants [CH:1]1(N)[CH2:6][CH2:5]C[CH2:3][CH2:2]1.[O:8]1[CH:13]=[CH:12][CH2:11][C:10](=[O:14])[CH2:9]1.[Li]CCCC.BrCCCC=C, predict the reaction product. The product is: [CH2:5]([CH:11]1[CH2:12][CH2:13][O:8][CH2:9][C:10]1=[O:14])[CH2:6][CH2:1][CH:2]=[CH2:3]. (3) Given the reactants [CH2:1]([Li])CCC.[Si:6]([O:13][C@@H:14]1[CH2:19][CH:18]([O:20][CH2:21][C:22]2[CH:27]=[CH:26][CH:25]=[CH:24][CH:23]=2)[CH2:17][C@@H:16]([O:28][Si:29]([C:32]([CH3:35])([CH3:34])[CH3:33])([CH3:31])[CH3:30])[C:15]1=O)([C:9]([CH3:12])([CH3:11])[CH3:10])([CH3:8])[CH3:7], predict the reaction product. The product is: [CH2:21]([O:20][CH:18]1[CH2:17][C@@H:16]([O:28][Si:29]([C:32]([CH3:35])([CH3:33])[CH3:34])([CH3:30])[CH3:31])[C:15](=[CH2:1])[C@H:14]([O:13][Si:6]([C:9]([CH3:10])([CH3:11])[CH3:12])([CH3:8])[CH3:7])[CH2:19]1)[C:22]1[CH:23]=[CH:24][CH:25]=[CH:26][CH:27]=1. (4) Given the reactants Cl[C:2]1[N:10]=[C:9](Cl)[CH:8]=[CH:7][C:3]=1[C:4]([NH2:6])=[O:5].[C:12]1([CH3:26])[CH:17]=[CH:16][C:15]([O:18][C:19]2[CH:24]=[CH:23][C:22]([OH:25])=[CH:21][CH:20]=2)=[CH:14][CH:13]=1.CC1(C)C(C)(C)OB([C:35]2[CH2:36][N:37]([C:40]([O:42]C(C)(C)C)=O)[CH2:38][CH:39]=2)O1.[C:48](Cl)(=O)[CH:49]=C.N1C=CCCC1.N1CCCCC1, predict the reaction product. The product is: [C:40]([N:37]1[CH2:36][CH2:35][CH:39]([C:9]2[CH:8]=[CH:7][C:3]([C:4]([NH2:6])=[O:5])=[C:2]([O:25][C:22]3[CH:23]=[CH:24][C:19]([O:18][C:15]4[CH:14]=[CH:13][C:12]([CH3:26])=[CH:17][CH:16]=4)=[CH:20][CH:21]=3)[N:10]=2)[CH2:38]1)(=[O:42])[CH:48]=[CH2:49]. (5) Given the reactants [C:1]([CH:5]1[CH2:10][CH2:9][CH:8]([O:11][C:12]2[CH:13]=[C:14]3[C:19](=[CH:20][CH:21]=2)[N:18]=[C:17]([C:22]([NH:25]S(C(C)(C)C)=O)([CH3:24])[CH3:23])[CH:16]=[CH:15]3)[CH2:7][CH2:6]1)([CH3:4])([CH3:3])[CH3:2].CO.Cl.O1CCOCC1, predict the reaction product. The product is: [C:1]([C@H:5]1[CH2:10][CH2:9][C@H:8]([O:11][C:12]2[CH:13]=[C:14]3[C:19](=[CH:20][CH:21]=2)[N:18]=[C:17]([C:22]([NH2:25])([CH3:24])[CH3:23])[CH:16]=[CH:15]3)[CH2:7][CH2:6]1)([CH3:4])([CH3:2])[CH3:3]. (6) Given the reactants [NH2:1][CH2:2][CH2:3][CH2:4][Si:5]([O:12][CH2:13][CH3:14])([O:9][CH2:10][CH3:11])[O:6][CH2:7][CH3:8].[C:15]([O:19][C:20]([CH3:23])([CH3:22])[CH3:21])(=[O:18])[CH:16]=[CH2:17], predict the reaction product. The product is: [C:20]([O:19][C:15]([CH2:16][CH2:17][NH:1][CH2:2][CH2:3][CH2:4][Si:5]([O:12][CH2:13][CH3:14])([O:6][CH2:7][CH3:8])[O:9][CH2:10][CH3:11])=[O:18])([CH3:23])([CH3:22])[CH3:21]. (7) Given the reactants [Br:1][C:2]1[CH:3]=[CH:4][C:5]([NH:12][C:13](=[O:22])[C:14]2[CH:19]=[CH:18][CH:17]=[C:16]([CH2:20]Cl)[CH:15]=2)=[C:6]([CH:11]=1)[C:7]([O:9][CH3:10])=[O:8].C(N(CC)CC)C.[SH:30][C:31]1[CH:36]=[CH:35][N:34]=[CH:33][CH:32]=1.COC1C=C(C=CC=1OC)C(Cl)=O, predict the reaction product. The product is: [Br:1][C:2]1[CH:3]=[CH:4][C:5]([NH:12][C:13](=[O:22])[C:14]2[CH:19]=[CH:18][CH:17]=[C:16]([CH2:20][S:30][C:31]3[CH:36]=[CH:35][N:34]=[CH:33][CH:32]=3)[CH:15]=2)=[C:6]([CH:11]=1)[C:7]([O:9][CH3:10])=[O:8].